This data is from Catalyst prediction with 721,799 reactions and 888 catalyst types from USPTO. The task is: Predict which catalyst facilitates the given reaction. (1) Reactant: [CH2:1]([NH:8][C:9]1[N:10]([C:18]2[CH:23]=[CH:22][C:21]([Cl:24])=[CH:20][CH:19]=2)[N:11]=[C:12]2[C:17]=1[CH:16]=[CH:15][CH:14]=[CH:13]2)[C:2]1[CH:7]=[CH:6][CH:5]=[CH:4][CH:3]=1.[CH:25]1([N:31]=[C:32]=[O:33])[CH2:30][CH2:29][CH2:28][CH2:27][CH2:26]1. Product: [CH2:1]([N:8]([C:9]1[N:10]([C:18]2[CH:19]=[CH:20][C:21]([Cl:24])=[CH:22][CH:23]=2)[N:11]=[C:12]2[C:17]=1[CH:16]=[CH:15][CH:14]=[CH:13]2)[C:32]([NH:31][CH:25]1[CH2:30][CH2:29][CH2:28][CH2:27][CH2:26]1)=[O:33])[C:2]1[CH:3]=[CH:4][CH:5]=[CH:6][CH:7]=1. The catalyst class is: 11. (2) Reactant: Br[CH:2]=[C:3]1[CH2:8][CH2:7][N:6]([C:9]([O:11][C:12]([CH3:15])([CH3:14])[CH3:13])=[O:10])[CH2:5][CH2:4]1.[OH:16][C:17]1[CH:18]=[C:19](B(O)O)[CH:20]=[CH:21][CH:22]=1.P([O-])([O-])([O-])=O.[K+].[K+].[K+].O. Product: [OH:16][C:17]1[CH:22]=[C:21]([CH:20]=[CH:19][CH:18]=1)[CH:2]=[C:3]1[CH2:8][CH2:7][N:6]([C:9]([O:11][C:12]([CH3:15])([CH3:14])[CH3:13])=[O:10])[CH2:5][CH2:4]1. The catalyst class is: 1. (3) Reactant: [F:1][C:2]1[N:10]=[C:9]2[C:5]([N:6]=[C:7]([CH2:38][C:39]3[C:47]([I:48])=[CH:46][C:42]4[O:43][CH2:44][O:45][C:41]=4[CH:40]=3)[N:8]2[CH2:11][CH2:12][O:13][CH2:14][CH2:15][CH2:16][CH2:17][O:18]C(C2C=CC=CC=2)(C2C=CC=CC=2)C2C=CC=CC=2)=[C:4]([NH2:49])[N:3]=1. Product: [NH2:49][C:4]1[N:3]=[C:2]([F:1])[N:10]=[C:9]2[C:5]=1[N:6]=[C:7]([CH2:38][C:39]1[C:47]([I:48])=[CH:46][C:42]3[O:43][CH2:44][O:45][C:41]=3[CH:40]=1)[N:8]2[CH2:11][CH2:12][O:13][CH2:14][CH2:15][CH2:16][CH2:17][OH:18]. The catalyst class is: 137. (4) Reactant: OCCN(C)[C:5](=[O:11])[O:6][C:7]([CH3:10])(C)C.[CH3:13][O:14][CH2:15]C(Cl)=O.[N:19]1C=CC=C[CH:20]=1. Product: [CH3:13][O:14][CH2:15][C:5]([O:6][CH2:7][CH2:10][NH:19][CH3:20])=[O:11]. The catalyst class is: 13. (5) Reactant: [Cl:1][C:2]1[C:3]2[CH:10]=[CH:9][N:8]([CH3:11])[C:4]=2[N:5]=[CH:6][N:7]=1.C1C(=O)N([Br:19])C(=O)C1. Product: [Br:19][C:10]1[C:3]2[C:2]([Cl:1])=[N:7][CH:6]=[N:5][C:4]=2[N:8]([CH3:11])[CH:9]=1. The catalyst class is: 4. (6) Reactant: [C:1](Cl)(=[O:5])[CH:2]([CH3:4])[CH3:3].C(N(CC)CC)C.[Cl:14][C:15]1[CH:20]=[CH:19][C:18]([CH:21]2[CH:25]([C:26]3[CH:31]=[CH:30][C:29]([Cl:32])=[CH:28][CH:27]=3)[NH:24][C:23]([C:33]3[CH:38]=[CH:37][CH:36]=[CH:35][C:34]=3[O:39][CH:40]([CH3:42])[CH3:41])=[N:22]2)=[CH:17][CH:16]=1. Product: [Cl:14][C:15]1[CH:16]=[CH:17][C:18]([CH:21]2[CH:25]([C:26]3[CH:31]=[CH:30][C:29]([Cl:32])=[CH:28][CH:27]=3)[N:24]([C:1](=[O:5])[CH:2]([CH3:4])[CH3:3])[C:23]([C:33]3[CH:38]=[CH:37][CH:36]=[CH:35][C:34]=3[O:39][CH:40]([CH3:42])[CH3:41])=[N:22]2)=[CH:19][CH:20]=1. The catalyst class is: 2.